This data is from Catalyst prediction with 721,799 reactions and 888 catalyst types from USPTO. The task is: Predict which catalyst facilitates the given reaction. (1) Reactant: [CH3:1][N:2]1[CH2:19][CH:18]2[CH:4]([C:5]3[CH:6]=[CH:7][CH:8]=[CH:9][C:10]=3[O:11][C:12]3[CH:13]=[CH:14][C:15]([Cl:20])=[CH:16][C:17]=32)[CH2:3]1.C(/C(O)=O)=C/C(O)=O.C(=O)(O)[O-].[Na+]. Product: [CH3:1][N:2]1[CH2:19][CH:18]2[CH:4]([C:5]3[CH:6]=[CH:7][CH:8]=[CH:9][C:10]=3[O:11][C:12]3[CH:13]=[CH:14][C:15]([Cl:20])=[CH:16][C:17]=32)[CH2:3]1. The catalyst class is: 11. (2) Reactant: [CH3:1][O:2][CH:3]([O:8][CH3:9])[C:4](OC)=[O:5].[CH3:10][CH:11]([NH2:18])[C:12]1[CH:17]=[CH:16][CH:15]=[CH:14][CH:13]=1. The catalyst class is: 81. Product: [CH3:1][O:2][CH:3]([O:8][CH3:9])[C:4]([NH:18][CH:11]([C:12]1[CH:17]=[CH:16][CH:15]=[CH:14][CH:13]=1)[CH3:10])=[O:5]. (3) Reactant: [Cl:1][C:2]1[CH:7]=[CH:6][CH:5]=[CH:4][C:3]=1[C:8]1[O:9][C:10]2[C:15]([C:16](=[O:18])[CH:17]=1)=[C:14]([O:19][CH3:20])[CH:13]=[C:12]([O:21][CH3:22])[C:11]=2[C@@H:23]1[CH2:28][CH2:27][N:26]([CH3:29])[CH2:25][C@H:24]1[O:30][C:31](=[O:33])[CH3:32].[N:34]#CBr.O. Product: [Cl:1][C:2]1[CH:7]=[CH:6][CH:5]=[CH:4][C:3]=1[C:8]1[O:9][C:10]2[C:15]([C:16](=[O:18])[CH:17]=1)=[C:14]([O:19][CH3:20])[CH:13]=[C:12]([O:21][CH3:22])[C:11]=2[C@@H:23]1[CH2:28][CH2:27][N:26]([C:29]#[N:34])[CH2:25][C@H:24]1[O:30][C:31](=[O:33])[CH3:32]. The catalyst class is: 22. (4) Reactant: O.O.O.O.O.O.[N+:7]([O-:10])([O-:9])=[O:8].[Ce+3:11].[N+:12]([O-:15])([O-:14])=[O:13].[N+:16]([O-:19])([O-:18])=[O:17]. Product: [N+:7]([O-:10])([O-:9])=[O:8].[Ce+3:11].[N+:12]([O-:15])([O-:14])=[O:13].[N+:16]([O-:19])([O-:18])=[O:17]. The catalyst class is: 6. (5) Reactant: [CH2:1]([NH:3][C:4](=[O:44])[NH:5][C:6]1[N:11]=[CH:10][C:9]([C:12]2[CH:13]=[C:14]3[C:19](=[CH:20][CH:21]=2)[N:18]([C@@H:22]([C:25]([CH3:28])([CH3:27])[CH3:26])[CH2:23][OH:24])[CH:17]=[C:16]([C:29]([O:31]CC)=[O:30])[C:15]3=[O:34])=[C:8]([C:35]2[S:36][CH:37]=[C:38]([C:40]([F:43])([F:42])[F:41])[N:39]=2)[CH:7]=1)[CH3:2].[OH-].[Li+].Cl. Product: [CH2:1]([NH:3][C:4]([NH:5][C:6]1[N:11]=[CH:10][C:9]([C:12]2[CH:13]=[C:14]3[C:19](=[CH:20][CH:21]=2)[N:18]([C@H:22]([CH2:23][OH:24])[C:25]([CH3:28])([CH3:27])[CH3:26])[CH:17]=[C:16]([C:29]([OH:31])=[O:30])[C:15]3=[O:34])=[C:8]([C:35]2[S:36][CH:37]=[C:38]([C:40]([F:41])([F:43])[F:42])[N:39]=2)[CH:7]=1)=[O:44])[CH3:2]. The catalyst class is: 193.